Dataset: Full USPTO retrosynthesis dataset with 1.9M reactions from patents (1976-2016). Task: Predict the reactants needed to synthesize the given product. (1) The reactants are: C(OC([N:8]1[CH:14]([C:15]([F:18])([F:17])[F:16])[CH2:13][CH2:12][N:11]([C:19]2[CH:24]=[CH:23][CH:22]=[CH:21][C:20]=2[C:25]([N:27]2[CH2:41][C:30]3=[C:31]4[N:36]([N:37]=[C:29]3[CH2:28]2)[C:35]([CH3:38])=[C:34]([Cl:39])[C:33]([CH3:40])=[N:32]4)=[O:26])[CH2:10][CH2:9]1)=O)(C)(C)C.Cl.O1CCOCC1. Given the product [Cl:39][C:34]1[C:33]([CH3:40])=[N:32][C:31]2[N:36]([N:37]=[C:29]3[CH2:28][N:27]([C:25]([C:20]4[CH:21]=[CH:22][CH:23]=[CH:24][C:19]=4[N:11]4[CH2:12][CH2:13][CH:14]([C:15]([F:17])([F:18])[F:16])[NH:8][CH2:9][CH2:10]4)=[O:26])[CH2:41][C:30]3=2)[C:35]=1[CH3:38], predict the reactants needed to synthesize it. (2) Given the product [Cl:21][C:17]1[CH:16]=[C:15]([S:12]([NH:11][C:9]2[CH:8]=[C:7]([CH3:22])[N:6]=[C:5]3[S:4][C:3]([CH3:23])=[C:2]([C:28]4[CH:29]=[CH:30][CH:31]=[C:26]([O:25][CH3:24])[N:27]=4)[C:10]=23)(=[O:14])=[O:13])[CH:20]=[CH:19][CH:18]=1, predict the reactants needed to synthesize it. The reactants are: Br[C:2]1[C:10]2[C:5](=[N:6][C:7]([CH3:22])=[CH:8][C:9]=2[NH:11][S:12]([C:15]2[CH:20]=[CH:19][CH:18]=[C:17]([Cl:21])[CH:16]=2)(=[O:14])=[O:13])[S:4][C:3]=1[CH3:23].[CH3:24][O:25][C:26]1[CH:31]=[CH:30][CH:29]=[C:28](B2OC(C)(C)C(C)(C)O2)[N:27]=1.C(=O)([O-])[O-].[K+].[K+].C(OCC)(=O)C.